Dataset: Forward reaction prediction with 1.9M reactions from USPTO patents (1976-2016). Task: Predict the product of the given reaction. (1) Given the reactants [NH2:1][C:2]1[N:7]=[C:6](S(C)(=O)=O)[C:5]([C:12]#[N:13])=[C:4]([C:14]2[CH:19]=[CH:18][CH:17]=[CH:16][CH:15]=2)[N:3]=1.[NH:20]1[CH2:25][CH2:24][O:23][CH2:22][CH2:21]1, predict the reaction product. The product is: [NH2:1][C:2]1[N:7]=[C:6]([N:20]2[CH2:25][CH2:24][O:23][CH2:22][CH2:21]2)[C:5]([C:12]#[N:13])=[C:4]([C:14]2[CH:19]=[CH:18][CH:17]=[CH:16][CH:15]=2)[N:3]=1. (2) The product is: [C@@H:27]1([N:29]2[CH:37]=[C:35]([CH3:36])[C:33](=[O:34])[NH:32][C:30]2=[O:31])[O:28][C@H:24]([CH2:23][OH:22])[C@@H:25]([OH:38])[CH2:26]1. Given the reactants COC1C=CC(C([O:22][CH2:23][C@H:24]2[O:28][C@@H:27]([N:29]3[CH:37]=[C:35]([CH3:36])[C:33](=[O:34])[NH:32][C:30]3=[O:31])[CH2:26][C@@H:25]2[OH:38])(C2C=CC=CC=2)C2C=CC(OC)=CC=2)=CC=1.C(N=C=NC(C)C)(C)C, predict the reaction product. (3) Given the reactants [NH2:1][C:2]([NH2:4])=[O:3].[C:5]1([CH3:13])[CH:10]=[CH:9][C:8]([CH:11]=O)=[CH:7][CH:6]=1.[C:14]([O:20][CH2:21][CH3:22])(=[O:19])[CH2:15][C:16]([CH3:18])=O.C(O)(=O)C.B(F)(F)F.CCOCC, predict the reaction product. The product is: [CH3:18][C:16]1[NH:4][C:2](=[O:3])[NH:1][CH:11]([C:8]2[CH:9]=[CH:10][C:5]([CH3:13])=[CH:6][CH:7]=2)[C:15]=1[C:14]([O:20][CH2:21][CH3:22])=[O:19]. (4) Given the reactants FC(F)(F)S(O[C:7]1[CH2:8][CH:9]2[N:14]([C:15]([O:17][C:18]([CH3:21])([CH3:20])[CH3:19])=[O:16])[CH:12]([CH:13]=1)[CH2:11][CH2:10]2)(=O)=O.[B:24]1([B:24]2[O:28][C:27]([CH3:30])([CH3:29])[C:26]([CH3:32])([CH3:31])[O:25]2)[O:28][C:27]([CH3:30])([CH3:29])[C:26]([CH3:32])([CH3:31])[O:25]1.CC([O-])=O.[K+].C(Cl)Cl, predict the reaction product. The product is: [CH3:31][C:26]1([CH3:32])[C:27]([CH3:30])([CH3:29])[O:28][B:24]([C:7]2[CH2:8][CH:9]3[N:14]([C:15]([O:17][C:18]([CH3:21])([CH3:20])[CH3:19])=[O:16])[CH:12]([CH2:11][CH2:10]3)[CH:13]=2)[O:25]1. (5) The product is: [Br:1][C:2]1[CH:7]=[C:6]([I:10])[C:5]([NH2:8])=[C:4]([F:9])[CH:3]=1. Given the reactants [Br:1][C:2]1[CH:7]=[CH:6][C:5]([NH2:8])=[C:4]([F:9])[CH:3]=1.[I:10]I, predict the reaction product. (6) Given the reactants O=[C:2]1[CH2:7][CH2:6][CH2:5][CH2:4][CH:3]1[C:8]([O:10][CH2:11][CH3:12])=[O:9].[NH2:13][C:14]1[CH:15]=[C:16]2[C:20](=[CH:21][CH:22]=1)[NH:19][N:18]=[CH:17]2.C(=O)([O-])O.[Na+], predict the reaction product. The product is: [NH:19]1[C:20]2[C:16](=[CH:15][C:14]([NH:13][CH:2]3[CH2:7][CH2:6][CH2:5][CH2:4][CH:3]3[C:8]([O:10][CH2:11][CH3:12])=[O:9])=[CH:22][CH:21]=2)[CH:17]=[N:18]1.